Dataset: Catalyst prediction with 721,799 reactions and 888 catalyst types from USPTO. Task: Predict which catalyst facilitates the given reaction. (1) Reactant: [O:1]=[C:2]1[N:6]([CH:7]([CH2:11][C:12]2[CH:17]=[CH:16][CH:15]=[CH:14][CH:13]=2)[C:8]([OH:10])=[O:9])[C:5](=[S:18])[NH:4][CH2:3]1.[Cl:19][C:20]1[CH:25]=[CH:24][C:23]([C:26]2S[C:29]([CH:31]=O)=[CH:28][CH:27]=2)=[CH:22][CH:21]=1.NCCC(O)=[O:37].CO.C(Cl)Cl. Product: [Cl:19][C:20]1[CH:25]=[CH:24][C:23]([C:26]2[O:37][C:29]([CH:31]=[C:3]3[C:2](=[O:1])[N:6]([CH:7]([CH2:11][C:12]4[CH:17]=[CH:16][CH:15]=[CH:14][CH:13]=4)[C:8]([OH:10])=[O:9])[C:5](=[S:18])[NH:4]3)=[CH:28][CH:27]=2)=[CH:22][CH:21]=1. The catalyst class is: 15. (2) Reactant: C1C=CC(P(C2C(C3C(P(C4C=CC=CC=4)C4C=CC=CC=4)=CC=C4C=3C=CC=C4)=C3C(C=CC=C3)=CC=2)C2C=CC=CC=2)=CC=1.Cl[C:48]1[C:57]([Cl:58])=[N:56][C:55]2[C:50](=[CH:51][CH:52]=[CH:53][CH:54]=2)[N:49]=1.[C:59]1([NH2:69])[C:68]2[C:63](=[CH:64][CH:65]=[CH:66][CH:67]=2)[CH:62]=[CH:61][CH:60]=1.CC(C)([O-])C.[K+]. Product: [Cl:58][C:57]1[C:48]([NH:69][C:59]2[C:68]3[C:63](=[CH:64][CH:65]=[CH:66][CH:67]=3)[CH:62]=[CH:61][CH:60]=2)=[N:49][C:50]2[C:55]([N:56]=1)=[CH:54][CH:53]=[CH:52][CH:51]=2. The catalyst class is: 167. (3) Reactant: [CH3:1][O:2][C:3]1[C:8]([N+:9]([O-])=O)=[C:7]([O:12][CH3:13])[N:6]=[C:5]([NH:14][CH2:15][CH2:16][C:17]#[N:18])[N:4]=1.C([O-])=O.[NH4+]. Product: [NH2:9][C:8]1[C:7]([O:12][CH3:13])=[N:6][C:5]([NH:14][CH2:15][CH2:16][C:17]#[N:18])=[N:4][C:3]=1[O:2][CH3:1]. The catalyst class is: 421. (4) Reactant: [C:1]1([C:23]2[CH:28]=[CH:27][CH:26]=[CH:25][CH:24]=2)[CH:6]=[CH:5][C:4]([CH2:7][C@@H:8]([NH:15][C:16]([O:18][C:19]([CH3:22])([CH3:21])[CH3:20])=[O:17])[CH2:9][C@@H:10]([CH3:14])[C:11]([OH:13])=[O:12])=[CH:3][CH:2]=1.[CH2:29](Br)[C:30]1[CH:35]=[CH:34][CH:33]=[CH:32][CH:31]=1.C(=O)([O-])[O-].[K+].[K+].O. Product: [CH2:29]([O:12][C:11](=[O:13])[C@H:10]([CH3:14])[CH2:9][C@H:8]([NH:15][C:16]([O:18][C:19]([CH3:22])([CH3:20])[CH3:21])=[O:17])[CH2:7][C:4]1[CH:3]=[CH:2][C:1]([C:23]2[CH:24]=[CH:25][CH:26]=[CH:27][CH:28]=2)=[CH:6][CH:5]=1)[C:30]1[CH:35]=[CH:34][CH:33]=[CH:32][CH:31]=1. The catalyst class is: 3. (5) Reactant: [Br:1][C:2]1[CH:3]=[CH:4][C:5]([O:20][CH2:21][C:22]([F:25])([F:24])[F:23])=[C:6]([CH:19]=1)/[CH:7]=[C:8]1\[C:9](=[O:18])[NH:10][C:11]2[C:16]\1=[CH:15][CH:14]=[C:13]([Cl:17])[CH:12]=2.[C:26]([O:30][C:31](O[C:31]([O:30][C:26]([CH3:29])([CH3:28])[CH3:27])=[O:32])=[O:32])([CH3:29])([CH3:28])[CH3:27]. Product: [C:26]([O:30][C:31]([N:10]1[C:11]2[C:16](=[CH:15][CH:14]=[C:13]([Cl:17])[CH:12]=2)/[C:8](=[CH:7]/[C:6]2[CH:19]=[C:2]([Br:1])[CH:3]=[CH:4][C:5]=2[O:20][CH2:21][C:22]([F:24])([F:25])[F:23])/[C:9]1=[O:18])=[O:32])([CH3:29])([CH3:28])[CH3:27]. The catalyst class is: 112. (6) Reactant: [CH2:1]([O:4][C@H:5]1[C:13]2[C:8](=[CH:9][C:10]([O:14][CH3:15])=[CH:11][CH:12]=2)[C@@H:7]([NH:16]C(=O)C(F)(F)F)[CH2:6]1)[CH:2]=[CH2:3].C(=O)([O-])[O-].[K+].[K+].CO. Product: [CH2:1]([O:4][C@H:5]1[C:13]2[C:8](=[CH:9][C:10]([O:14][CH3:15])=[CH:11][CH:12]=2)[C@@H:7]([NH2:16])[CH2:6]1)[CH:2]=[CH2:3]. The catalyst class is: 6.